This data is from Tyrosyl-DNA phosphodiesterase HTS with 341,365 compounds. The task is: Binary Classification. Given a drug SMILES string, predict its activity (active/inactive) in a high-throughput screening assay against a specified biological target. (1) The compound is O=C1N(CC(C1)C(=O)Nc1c(cccc1)C(=O)NCC)C(C)C. The result is 0 (inactive). (2) The compound is Clc1c(c2oc(cc2)/C=N\Nc2ccc(cc2)C(O)=O)ccc(Cl)c1. The result is 0 (inactive). (3) The molecule is S(Cc1c(onc1C)C)CC(OCC(=O)c1cc(OC)c(OC)cc1)=O. The result is 0 (inactive). (4) The drug is O(C(c1ccccc1)C(=O)NCc1c(cccc1)C)C. The result is 0 (inactive). (5) The drug is O1C(C(=O)N2CCC(CC2)C(OCC)=O)COc2c1cccc2. The result is 0 (inactive). (6) The compound is S1C(CC(=O)Nc2ccc(CC)cc2)C(=O)N=C1N\N=C1\CCCCCC1. The result is 0 (inactive). (7) The compound is O(C(=O)C1=C(N\C(C1=O)=C\c1cc(OC)ccc1)C)CC. The result is 0 (inactive). (8) The drug is S(=O)(=O)(c1c(=O)[nH]c(SC)nc1)c1ccccc1. The result is 0 (inactive).